This data is from Full USPTO retrosynthesis dataset with 1.9M reactions from patents (1976-2016). The task is: Predict the reactants needed to synthesize the given product. Given the product [F:23][C:20]([F:21])([F:22])[C:17]1[CH:16]=[CH:15][C:14]([C:4]2([NH2:1])[C:13]3[C:8](=[CH:9][CH:10]=[CH:11][CH:12]=3)[O:7][CH2:6][CH2:5]2)=[CH:19][CH:18]=1, predict the reactants needed to synthesize it. The reactants are: [N:1]([C:4]1([C:14]2[CH:19]=[CH:18][C:17]([C:20]([F:23])([F:22])[F:21])=[CH:16][CH:15]=2)[C:13]2[C:8](=[CH:9][CH:10]=[CH:11][CH:12]=2)[O:7][CH2:6][CH2:5]1)=[N+]=[N-].CP(C)C.